From a dataset of Forward reaction prediction with 1.9M reactions from USPTO patents (1976-2016). Predict the product of the given reaction. (1) Given the reactants Cl.[C:2]12([NH2:12])[CH2:11][CH:6]3[CH2:7][CH:8]([CH2:10][CH:4]([CH2:5]3)[CH2:3]1)[CH2:9]2.C(N(CC)CC)C.[C:20]([NH:23][C:24]1[CH:29]=[CH:28][C:27]([S:30](Cl)(=[O:32])=[O:31])=[CH:26][CH:25]=1)(=[O:22])[CH3:21], predict the reaction product. The product is: [C:2]12([NH:12][S:30]([C:27]3[CH:26]=[CH:25][C:24]([NH:23][C:20](=[O:22])[CH3:21])=[CH:29][CH:28]=3)(=[O:32])=[O:31])[CH2:9][CH:8]3[CH2:7][CH:6]([CH2:5][CH:4]([CH2:10]3)[CH2:3]1)[CH2:11]2. (2) Given the reactants [N+:1]1([O-])[C:10]2[C:5](=[CH:6][CH:7]=[CH:8][CH:9]=2)[CH:4]=[CH:3][CH:2]=1.C(Cl)(=O)C1C=CC=CC=1.[C-:21]#[N:22].[K+].O1CCOCC1, predict the reaction product. The product is: [C:21]([C:2]1[CH:3]=[CH:4][C:5]2[C:10](=[CH:9][CH:8]=[CH:7][CH:6]=2)[N:1]=1)#[N:22]. (3) Given the reactants [O:1]=[C:2]1[NH:6][C:5]([C:13]2[CH:18]=[CH:17][CH:16]=[CH:15][CH:14]=2)([C:7]2[CH:12]=[CH:11][CH:10]=[CH:9][CH:8]=2)[C:4](=[O:19])[N:3]1[CH2:20][O:21][P:22](=[O:39])([O:31]CC1C=CC=CC=1)[O:23]CC1C=CC=CC=1.[H][H].[OH-].[Na+:43], predict the reaction product. The product is: [CH:10]1[CH:9]=[CH:8][C:7]([C:5]2([C:13]3[CH:18]=[CH:17][CH:16]=[CH:15][CH:14]=3)[NH:6][C:2](=[O:1])[N:3]([CH2:20][O:21][P:22]([O-:31])([O-:39])=[O:23])[C:4]2=[O:19])=[CH:12][CH:11]=1.[Na+:43].[Na+:43]. (4) Given the reactants C(=O)([O-])[O-].[Cs+].[Cs+].Cl.[Br:8][C:9]1[CH:10]=[N:11][CH:12]=[CH:13][C:14]=1Cl.[C:16]1([C:22]2[C:31]3[C:26](=[CH:27][CH:28]=[CH:29][CH:30]=3)[C:25]([NH:32][C:33]3[CH:38]=[CH:37][C:36]([OH:39])=[CH:35][CH:34]=3)=[N:24][N:23]=2)[CH:21]=[CH:20][CH:19]=[CH:18][CH:17]=1, predict the reaction product. The product is: [Br:8][C:9]1[CH:10]=[N:11][CH:12]=[CH:13][C:14]=1[O:39][C:36]1[CH:35]=[CH:34][C:33]([NH:32][C:25]2[C:26]3[C:31](=[CH:30][CH:29]=[CH:28][CH:27]=3)[C:22]([C:16]3[CH:17]=[CH:18][CH:19]=[CH:20][CH:21]=3)=[N:23][N:24]=2)=[CH:38][CH:37]=1. (5) Given the reactants CC(S[C@@H]1O[C@H](CO)[C@H](O)[C@H](O)[C@H]1O)C.C(O)[C@H]1[O:22][C@H:21]([O:23][C@]2(CO)O[C@H](CO)[C@@H](O)[C@@H]2O)[C@H:20](O)[C@@H](O)[C@@H]1O.[CH2:39]([N:50]([CH2:55]C(O)=O)CC(O)=O)[CH2:40][N:41](CC(O)=O)CC(O)=O, predict the reaction product. The product is: [CH:40]1[N:41]=[CH:55][NH:50][C:39]=1[CH2:20][C:21]([OH:23])=[O:22]. (6) Given the reactants [Cl:1][C:2]1[CH:10]=[CH:9][CH:8]=[C:7]([O:11][CH:12]([F:14])[F:13])[C:3]=1[C:4]([OH:6])=O.CN(C)C=O.C(Cl)(=O)C(Cl)=O.[NH2:26][C:27]1[N:31]([C:32]2[CH:37]=[CH:36][C:35]([F:38])=[CH:34][CH:33]=2)[N:30]=[CH:29][C:28]=1[C:39]([NH:41][CH2:42][C:43]([CH2:49][NH2:50])([OH:48])[C:44]([F:47])([F:46])[F:45])=[O:40], predict the reaction product. The product is: [NH2:26][C:27]1[N:31]([C:32]2[CH:33]=[CH:34][C:35]([F:38])=[CH:36][CH:37]=2)[N:30]=[CH:29][C:28]=1[C:39]([NH:41][CH2:42][C:43]([CH2:49][NH:50][C:4]([C:3]1[C:7]([O:11][CH:12]([F:14])[F:13])=[CH:8][CH:9]=[CH:10][C:2]=1[Cl:1])=[O:6])([OH:48])[C:44]([F:47])([F:46])[F:45])=[O:40]. (7) Given the reactants [C:1]([OH:5])([CH3:4])([CH3:3])[CH3:2].O.[N:7]([CH2:10][C:11]([NH:13][CH2:14][CH2:15][C:16]1[CH:21]=[CH:20][C:19]([OH:22])=[CH:18][CH:17]=1)=[O:12])=[N+:8]=[N-:9].O=[C:24]1O[C@H:29]([C@H:31]([CH2:33][OH:34])O)[C:27]([O-])=[C:25]1O.[Na+].S([O-])([O-])(=O)=O.[CH2:41]1COCC1, predict the reaction product. The product is: [C:1]([O:5][C:33](=[O:34])[CH2:31][CH2:29][CH2:27][CH2:25][C:24]1[N:9]=[N:8][N:7]([CH2:10][C:11](=[O:12])[NH:13][CH2:14][CH2:15][C:16]2[CH:17]=[CH:18][C:19]([OH:22])=[CH:20][CH:21]=2)[CH:41]=1)([CH3:4])([CH3:3])[CH3:2]. (8) Given the reactants [CH2:1]([C:3]1[N:7]=[C:6]([N:8]2[CH2:13][CH2:12][CH:11]([C@H:14]([CH3:22])[CH2:15][CH2:16][O:17]S(C)(=O)=O)[CH2:10][CH2:9]2)[O:5][N:4]=1)[CH3:2].[Cl:23][C:24]1[N:29]=[CH:28][C:27](O)=[CH:26][N:25]=1.C(=O)([O-])[O-].[K+].[K+], predict the reaction product. The product is: [Cl:23][C:24]1[N:29]=[CH:28][C:27]([O:17][CH2:16][CH2:15][C@H:14]([CH:11]2[CH2:12][CH2:13][N:8]([C:6]3[O:5][N:4]=[C:3]([CH2:1][CH3:2])[N:7]=3)[CH2:9][CH2:10]2)[CH3:22])=[CH:26][N:25]=1. (9) Given the reactants FC(F)(F)C(O)=O.[NH2:8][C@H:9]([C:19]1[C:24]([C:25]2[CH:26]=[CH:27][C:28]([F:34])=[C:29]([CH:33]=2)[C:30]([NH2:32])=[O:31])=[CH:23][CH:22]=[CH:21][N:20]=1)[CH2:10][C:11]1[CH:16]=[C:15]([F:17])[CH:14]=[C:13]([F:18])[CH:12]=1.[C:35]([C:37]1[C:38]2[CH2:48][CH2:47][CH2:46][C:39]=2[N:40]([CH2:42][C:43](O)=[O:44])[N:41]=1)#[N:36], predict the reaction product. The product is: [C:35]([C:37]1[C:38]2[CH2:48][CH2:47][CH2:46][C:39]=2[N:40]([CH2:42][C:43]([NH:8][C@H:9]([C:19]2[C:24]([C:25]3[CH:26]=[CH:27][C:28]([F:34])=[C:29]([CH:33]=3)[C:30]([NH2:32])=[O:31])=[CH:23][CH:22]=[CH:21][N:20]=2)[CH2:10][C:11]2[CH:12]=[C:13]([F:18])[CH:14]=[C:15]([F:17])[CH:16]=2)=[O:44])[N:41]=1)#[N:36]. (10) Given the reactants [NH:1]1[C:9]2[C:4](=[CH:5][C:6]([NH:10][CH:11]3[CH2:16][CH2:15][C:14](=O)[CH2:13][CH2:12]3)=[CH:7][CH:8]=2)[CH:3]=[N:2]1.[CH:18]1([NH2:21])[CH2:20][CH2:19]1.C(O[BH-](OC(=O)C)OC(=O)C)(=O)C.[Na+].Cl.CO, predict the reaction product. The product is: [CH:18]1([NH:21][CH:14]2[CH2:15][CH2:16][CH:11]([NH:10][C:6]3[CH:5]=[C:4]4[C:9](=[CH:8][CH:7]=3)[NH:1][N:2]=[CH:3]4)[CH2:12][CH2:13]2)[CH2:20][CH2:19]1.